From a dataset of Drug half-life prediction data from Obach et al.. Regression/Classification. Given a drug SMILES string, predict its absorption, distribution, metabolism, or excretion properties. Task type varies by dataset: regression for continuous measurements (e.g., permeability, clearance, half-life) or binary classification for categorical outcomes (e.g., BBB penetration, CYP inhibition). For this dataset (half_life_obach), we predict log10(half-life) (log10 of half-life in hours). The drug is NC[C@H]1O[C@H](O[C@@H]2[C@@H](N)C[C@@H](N)[C@H](O[C@H]3O[C@H](CO)[C@@H](O)[C@H](N)[C@H]3O)[C@H]2O)[C@H](O)[C@@H](O)[C@@H]1O. The log10(half-life) is 0.320.